From a dataset of Full USPTO retrosynthesis dataset with 1.9M reactions from patents (1976-2016). Predict the reactants needed to synthesize the given product. (1) Given the product [Cl:1][C:2]1[CH:7]=[CH:6][C:5]([C:15]#[N:16])=[C:4]([OH:8])[CH:3]=1, predict the reactants needed to synthesize it. The reactants are: [Cl:1][C:2]1[CH:3]=[C:4]([OH:8])[CH:5]=[CH:6][CH:7]=1.[Cl-].[Al+3].[Cl-].[Cl-].CS[C:15]#[N:16].[OH-].[Na+]. (2) The reactants are: [CH2:1](Br)[C:2]1[CH:7]=[CH:6][CH:5]=[CH:4][CH:3]=1.[Cl:9][C:10]1[CH:11]=[CH:12][N:13]2[C:18]=1[C:17](=[O:19])[NH:16][C:15]([CH3:20])=[N:14]2.C([O-])([O-])=O.[Cs+].[Cs+]. Given the product [CH2:1]([N:16]1[C:17](=[O:19])[C:18]2=[C:10]([Cl:9])[CH:11]=[CH:12][N:13]2[N:14]=[C:15]1[CH3:20])[C:2]1[CH:7]=[CH:6][CH:5]=[CH:4][CH:3]=1, predict the reactants needed to synthesize it. (3) Given the product [CH:21]1[C:29]2[C:28]3[CH:30]=[CH:31][CH:32]=[CH:33][C:27]=3[O:26][C:25]=2[CH:24]=[C:23]([S:34]([N:18]2[CH2:17][CH2:16][N:15]([C:13]([CH:10]3[CH2:11][CH2:12][N:7]([C:4]4[CH:3]=[CH:2][N:1]=[CH:6][CH:5]=4)[CH2:8][CH2:9]3)=[O:14])[CH2:20][CH2:19]2)(=[O:35])=[O:36])[CH:22]=1, predict the reactants needed to synthesize it. The reactants are: [N:1]1[CH:6]=[CH:5][C:4]([N:7]2[CH2:12][CH2:11][CH:10]([C:13]([N:15]3[CH2:20][CH2:19][NH:18][CH2:17][CH2:16]3)=[O:14])[CH2:9][CH2:8]2)=[CH:3][CH:2]=1.[CH:21]1[C:29]2[C:28]3[CH:30]=[CH:31][CH:32]=[CH:33][C:27]=3[O:26][C:25]=2[CH:24]=[C:23]([S:34](Cl)(=[O:36])=[O:35])[CH:22]=1.